From a dataset of Forward reaction prediction with 1.9M reactions from USPTO patents (1976-2016). Predict the product of the given reaction. (1) The product is: [Cl:1][C:2]1[CH:7]=[CH:6][C:5]([CH2:8][C:9]2[C:18]3[C:13](=[CH:14][CH:15]=[CH:16][CH:17]=3)[C:12](=[O:19])[N:11]([CH2:20][C@H:21]3[CH2:25][CH2:24][CH2:23][N:22]3[CH2:31][CH2:32][CH2:33][CH2:34][C:35]3[CH:36]=[CH:37][C:38]([O:41][CH3:42])=[CH:39][CH:40]=3)[N:10]=2)=[CH:4][CH:3]=1. Given the reactants [Cl:1][C:2]1[CH:7]=[CH:6][C:5]([CH2:8][C:9]2[C:18]3[C:13](=[CH:14][CH:15]=[CH:16][CH:17]=3)[C:12](=[O:19])[N:11]([CH2:20][C@H:21]3[CH2:25][CH2:24][CH2:23][NH:22]3)[N:10]=2)=[CH:4][CH:3]=1.CS(O[CH2:31][CH2:32][CH2:33][CH2:34][C:35]1[CH:40]=[CH:39][C:38]([O:41][CH3:42])=[CH:37][CH:36]=1)(=O)=O.C(=O)([O-])[O-].[K+].[K+], predict the reaction product. (2) Given the reactants [NH2:1][C:2]1[CH:3]=[C:4]([S:8]([NH2:11])(=[O:10])=[O:9])[CH:5]=[CH:6][CH:7]=1.[F:12][C:13]([F:25])([F:24])[O:14][C:15]1[CH:23]=[CH:22][C:18]([C:19](Cl)=[O:20])=[CH:17][CH:16]=1, predict the reaction product. The product is: [NH2:11][S:8]([C:4]1[CH:3]=[C:2]([NH:1][C:19](=[O:20])[C:18]2[CH:22]=[CH:23][C:15]([O:14][C:13]([F:12])([F:24])[F:25])=[CH:16][CH:17]=2)[CH:7]=[CH:6][CH:5]=1)(=[O:9])=[O:10].